Predict the reactants needed to synthesize the given product. From a dataset of Full USPTO retrosynthesis dataset with 1.9M reactions from patents (1976-2016). (1) The reactants are: [NH:1]1[CH2:7][CH2:6][CH2:5][CH:4]([CH:8]([O:10][C:11]2[CH:33]=[CH:32][C:14]3[C:15]4[N:19]([CH2:20][CH2:21][O:22][C:13]=3[CH:12]=2)[CH:18]=[C:17]([C:23]2[N:24]([CH:29]([CH3:31])[CH3:30])[N:25]=[C:26]([CH3:28])[N:27]=2)[N:16]=4)[CH3:9])[CH2:3][CH2:2]1.[CH3:34][C:35]([CH3:37])=O.CC(O)=O.C(O[BH-](OC(=O)C)OC(=O)C)(=O)C.[Na+]. Given the product [CH:29]([N:24]1[C:23]([C:17]2[N:16]=[C:15]3[C:14]4[CH:32]=[CH:33][C:11]([O:10][CH:8]([CH:4]5[CH2:5][CH2:6][CH2:7][N:1]([CH:35]([CH3:37])[CH3:34])[CH2:2][CH2:3]5)[CH3:9])=[CH:12][C:13]=4[O:22][CH2:21][CH2:20][N:19]3[CH:18]=2)=[N:27][C:26]([CH3:28])=[N:25]1)([CH3:30])[CH3:31], predict the reactants needed to synthesize it. (2) Given the product [CH2:35]([O:34][C:32](=[O:33])[CH:31]([CH2:30][CH2:29][CH2:28][O:20][C:15]1[CH:14]=[CH:13][C:12]2[C:17](=[CH:18][CH:19]=[C:10]([C:2]3[O:1][C:5]4[CH:6]=[CH:7][CH:8]=[CH:9][C:4]=4[N:3]=3)[CH:11]=2)[CH:16]=1)[C:37]([O:39][CH2:40][CH3:41])=[O:38])[CH3:36], predict the reactants needed to synthesize it. The reactants are: [O:1]1[C:5]2[CH:6]=[CH:7][CH:8]=[CH:9][C:4]=2[N:3]=[C:2]1[C:10]1[CH:11]=[C:12]2[C:17](=[CH:18][CH:19]=1)[CH:16]=[C:15]([OH:20])[CH:14]=[CH:13]2.C(=O)([O-])[O-].[K+].[K+].Cl[CH2:28][CH2:29][CH2:30][CH:31]([C:37]([O:39][CH2:40][CH3:41])=[O:38])[C:32]([O:34][CH2:35][CH3:36])=[O:33].C(OCC)(=O)C. (3) Given the product [Br:1][C:2]1[C:3]([O:21][CH3:22])=[C:4]([C:10]([CH2:13][S:14][C:15]2[CH:20]=[CH:19][CH:18]=[CH:17][C:16]=2[O:28][CH3:27])=[CH:11][CH:12]=1)[C:5]([O:7][CH3:8])=[O:6], predict the reactants needed to synthesize it. The reactants are: [Br:1][C:2]1[C:3]([O:21][CH3:22])=[C:4]([C:10]([CH2:13][S:14][C:15]2[CH:20]=[CH:19][CH:18]=[CH:17][CH:16]=2)=[CH:11][CH:12]=1)[C:5]([O:7][CH2:8]C)=[O:6].BrC1C(OC)=C(C(CBr)=CC=1)[C:27](OC)=[O:28].COC1C=CC=CC=1S. (4) Given the product [Si:1]([O:8][CH2:9][C@@H:10]([N:21]1[C:22](=[O:29])[C:23]2[C:28](=[CH:27][CH:26]=[CH:25][CH:24]=2)[C:20]1=[O:30])[C:12]1[CH:17]=[CH:16][C:15]([Cl:18])=[C:14]([F:19])[CH:13]=1)([C:4]([CH3:7])([CH3:6])[CH3:5])([CH3:3])[CH3:2], predict the reactants needed to synthesize it. The reactants are: [Si:1]([O:8][CH2:9][C@@H:10]([C:12]1[CH:17]=[CH:16][C:15]([Cl:18])=[C:14]([F:19])[CH:13]=1)O)([C:4]([CH3:7])([CH3:6])[CH3:5])([CH3:3])[CH3:2].[C:20]1(=[O:30])[C:28]2[C:23](=[CH:24][CH:25]=[CH:26][CH:27]=2)[C:22](=[O:29])[NH:21]1.C1C=CC(P(C2C=CC=CC=2)C2C=CC=CC=2)=CC=1.CCOC(/N=N/C(OCC)=O)=O. (5) The reactants are: [I-].[CH2:2]([Li])[CH2:3][CH2:4][CH3:5].C([O:10][B:11]([O:16]C(C)C)OC(C)C)(C)C.[ClH:20].[O:21]1[CH2:25]C[CH2:23][CH2:22]1. Given the product [Cl:20][C:5]1[CH:23]=[C:22]([O:21][CH3:25])[CH:2]=[CH:3][C:4]=1[B:11]([OH:16])[OH:10], predict the reactants needed to synthesize it. (6) Given the product [F:19][CH:2]([F:1])[C:3]1[C:11]2[CH2:10][CH2:9][CH2:8][C:7]([OH:12])([CH3:22])[C:6]=2[N:5]([CH2:13][C:14]([O:16][CH2:17][CH3:18])=[O:15])[N:4]=1, predict the reactants needed to synthesize it. The reactants are: [F:1][CH:2]([F:19])[C:3]1[C:11]2[CH2:10][CH2:9][CH2:8][C:7](=[O:12])[C:6]=2[N:5]([CH2:13][C:14]([O:16][CH2:17][CH3:18])=[O:15])[N:4]=1.[I-].[Li+].[CH3:22][Li].